From a dataset of Full USPTO retrosynthesis dataset with 1.9M reactions from patents (1976-2016). Predict the reactants needed to synthesize the given product. (1) Given the product [C:18]([O:22][C:23]([N:25]1[CH2:30][CH2:29][CH:28]([CH2:31][CH2:32][O:13][C:10]2[CH:11]=[CH:12][C:7]([N:6]3[C:2]([NH2:1])=[CH:3][C:4]([C:14]([CH3:17])([CH3:16])[CH3:15])=[N:5]3)=[CH:8][CH:9]=2)[CH2:27][CH2:26]1)=[O:24])([CH3:21])([CH3:20])[CH3:19], predict the reactants needed to synthesize it. The reactants are: [NH2:1][C:2]1[N:6]([C:7]2[CH:12]=[CH:11][C:10]([OH:13])=[CH:9][CH:8]=2)[N:5]=[C:4]([C:14]([CH3:17])([CH3:16])[CH3:15])[CH:3]=1.[C:18]([O:22][C:23]([N:25]1[CH2:30][CH2:29][CH:28]([CH2:31][CH2:32]O)[CH2:27][CH2:26]1)=[O:24])([CH3:21])([CH3:20])[CH3:19].C1CCN(C(N=NC(N2CCCCC2)=O)=O)CC1.C1(P(C2C=CC=CC=2)C2C=CC=CC=2)C=CC=CC=1. (2) The reactants are: [F:1][C:2]([F:7])([F:6])[C:3]([OH:5])=[O:4].[F:8][C:9]([F:14])([F:13])[C:10]([OH:12])=[O:11].FC(F)(F)C(O)=O.[Cl:22][C:23]1[CH:24]=[N:25][C:26]2[NH:27][C:28]3[CH:29]=[N:30][CH:31]=[C:32]([CH:54]=3)[CH2:33][CH2:34][C:35]3[CH:43]=[C:39]([NH:40][C:41]=1[N:42]=2)[CH:38]=[CH:37][C:36]=3[NH:44][C:45](=[O:53])[CH2:46][CH:47]1[CH2:52][CH2:51][NH:50][CH2:49][CH2:48]1.[Cl:55][C:56]1[CH:61]=[CH:60][CH:59]=[CH:58][C:57]=1[S:62](Cl)(=[O:64])=[O:63]. Given the product [F:1][C:2]([F:7])([F:6])[C:3]([OH:5])=[O:4].[F:8][C:9]([F:14])([F:13])[C:10]([OH:12])=[O:11].[Cl:22][C:23]1[CH:24]=[N:25][C:26]2[NH:27][C:28]3[CH:29]=[N:30][CH:31]=[C:32]([CH:54]=3)[CH2:33][CH2:34][C:35]3[CH:43]=[C:39]([NH:40][C:41]=1[N:42]=2)[CH:38]=[CH:37][C:36]=3[NH:44][C:45](=[O:53])[CH2:46][CH:47]1[CH2:52][CH2:51][N:50]([S:62]([C:57]2[CH:58]=[CH:59][CH:60]=[CH:61][C:56]=2[Cl:55])(=[O:64])=[O:63])[CH2:49][CH2:48]1, predict the reactants needed to synthesize it. (3) The reactants are: [NH:1]1[C:9]2[C:4](=[CH:5][C:6]([NH:10][C:11]34[CH2:18][CH2:17][CH:14]([CH2:15][CH2:16]3)[NH:13][CH2:12]4)=[CH:7][CH:8]=2)[CH:3]=[N:2]1.[CH3:19][C:20]1[CH:27]=[CH:26][C:23]([CH:24]=O)=[CH:22][CH:21]=1. Given the product [NH:1]1[C:9]2[C:4](=[CH:5][C:6]([NH:10][C:11]34[CH2:16][CH2:15][CH:14]([CH2:17][CH2:18]3)[N:13]([CH2:19][C:20]3[CH:27]=[CH:26][C:23]([CH3:24])=[CH:22][CH:21]=3)[CH2:12]4)=[CH:7][CH:8]=2)[CH:3]=[N:2]1, predict the reactants needed to synthesize it. (4) The reactants are: [F:1][C:2]1[CH:3]=[C:4]([N+:15]([O-])=O)[CH:5]=[C:6]2[C:10]=1[N:9]([CH2:11][CH2:12][F:13])[C:8](=[O:14])[CH2:7]2.[Cl-].[NH4+]. Given the product [NH2:15][C:4]1[CH:5]=[C:6]2[C:10](=[C:2]([F:1])[CH:3]=1)[N:9]([CH2:11][CH2:12][F:13])[C:8](=[O:14])[CH2:7]2, predict the reactants needed to synthesize it. (5) Given the product [NH2:1][C:2]1[C:7]2[C:8]([C:11]3[CH:16]=[CH:15][C:14]([NH:17][C:18]([C:20]4[N:21]([CH3:29])[C:22]5[C:27]([CH:28]=4)=[CH:26][CH:25]=[CH:24][CH:23]=5)=[O:19])=[C:13]([O:30][CH3:31])[CH:12]=3)=[CH:9][S:10][C:6]=2[C:5]([CH:32]2[CH2:34][CH:33]2[C:35]([OH:37])=[O:36])=[CH:4][N:3]=1, predict the reactants needed to synthesize it. The reactants are: [NH2:1][C:2]1[C:7]2[C:8]([C:11]3[CH:16]=[CH:15][C:14]([NH:17][C:18]([C:20]4[N:21]([CH3:29])[C:22]5[C:27]([CH:28]=4)=[CH:26][CH:25]=[CH:24][CH:23]=5)=[O:19])=[C:13]([O:30][CH3:31])[CH:12]=3)=[CH:9][S:10][C:6]=2[C:5]([CH:32]2[CH2:34][CH:33]2[C:35]([O:37]CC)=[O:36])=[CH:4][N:3]=1.[OH-].[Na+].Cl. (6) The reactants are: [CH2:1]([O:8][C:9]([N:11]([CH2:18][CH:19]([CH3:29])[CH2:20][NH:21]C(OC(C)(C)C)=O)[C@@H:12]([C:14]([O:16][CH3:17])=[O:15])[CH3:13])=[O:10])[C:2]1[CH:7]=[CH:6][CH:5]=[CH:4][CH:3]=1.Cl. Given the product [NH2:21][CH2:20][CH:19]([CH3:29])[CH2:18][N:11]([C:9]([O:8][CH2:1][C:2]1[CH:3]=[CH:4][CH:5]=[CH:6][CH:7]=1)=[O:10])[C@@H:12]([C:14]([O:16][CH3:17])=[O:15])[CH3:13], predict the reactants needed to synthesize it. (7) Given the product [CH2:1]([O:8][CH2:9][C@@H:10]1[CH2:14][CH2:13][C:12](=[O:15])[CH2:11]1)[C:2]1[CH:7]=[CH:6][CH:5]=[CH:4][CH:3]=1, predict the reactants needed to synthesize it. The reactants are: [CH2:1]([O:8][CH2:9][C:10]1[CH2:14][CH2:13][C:12](=[O:15])[CH:11]=1)[C:2]1[CH:7]=[CH:6][CH:5]=[CH:4][CH:3]=1.Cl. (8) Given the product [Cl:1][C:2]1[N:7]=[C:6]2[N:8]([CH2:12][CH:13]=[CH2:14])[C:9](=[O:11])[N:10]([CH2:28][C:29]([CH3:32])([CH3:31])[CH3:30])[C:5]2=[CH:4][CH:3]=1, predict the reactants needed to synthesize it. The reactants are: [Cl:1][C:2]1[N:7]=[C:6]2[N:8]([CH2:12][CH:13]=[CH2:14])[C:9](=[O:11])[NH:10][C:5]2=[CH:4][CH:3]=1.C([O-])([O-])=O.[Cs+].[Cs+].CN1C(=O)CCC1.[CH2:28](I)[C:29]([CH3:32])([CH3:31])[CH3:30].